Dataset: Peptide-MHC class I binding affinity with 185,985 pairs from IEDB/IMGT. Task: Regression. Given a peptide amino acid sequence and an MHC pseudo amino acid sequence, predict their binding affinity value. This is MHC class I binding data. (1) The peptide sequence is IPRRIRQGF. The MHC is HLA-B42:02 with pseudo-sequence HLA-B42:02. The binding affinity (normalized) is 0.508. (2) The peptide sequence is TTTKEKKEEL. The MHC is Mamu-A01 with pseudo-sequence Mamu-A01. The binding affinity (normalized) is 0.852. (3) The peptide sequence is ILARWGSFKK. The MHC is HLA-A03:01 with pseudo-sequence HLA-A03:01. The binding affinity (normalized) is 0.790.